Dataset: Merck oncology drug combination screen with 23,052 pairs across 39 cell lines. Task: Regression. Given two drug SMILES strings and cell line genomic features, predict the synergy score measuring deviation from expected non-interaction effect. (1) Cell line: NCIH23. Drug 1: Cc1nc(Nc2ncc(C(=O)Nc3c(C)cccc3Cl)s2)cc(N2CCN(CCO)CC2)n1. Drug 2: COC1=C2CC(C)CC(OC)C(O)C(C)C=C(C)C(OC(N)=O)C(OC)C=CC=C(C)C(=O)NC(=CC1=O)C2=O. Synergy scores: synergy=33.7. (2) Drug 1: CS(=O)(=O)CCNCc1ccc(-c2ccc3ncnc(Nc4ccc(OCc5cccc(F)c5)c(Cl)c4)c3c2)o1. Drug 2: CNC(=O)c1cc(Oc2ccc(NC(=O)Nc3ccc(Cl)c(C(F)(F)F)c3)cc2)ccn1. Cell line: CAOV3. Synergy scores: synergy=7.56. (3) Drug 1: COc1cccc2c1C(=O)c1c(O)c3c(c(O)c1C2=O)CC(O)(C(=O)CO)CC3OC1CC(N)C(O)C(C)O1. Drug 2: COC1=C2CC(C)CC(OC)C(O)C(C)C=C(C)C(OC(N)=O)C(OC)C=CC=C(C)C(=O)NC(=CC1=O)C2=O. Cell line: LNCAP. Synergy scores: synergy=17.1. (4) Drug 1: N.N.O=C(O)C1(C(=O)O)CCC1.[Pt]. Drug 2: NC(=O)c1cccc2cn(-c3ccc(C4CCCNC4)cc3)nc12. Cell line: MDAMB436. Synergy scores: synergy=12.5. (5) Drug 1: NC1CCCCC1N.O=C(O)C(=O)O.[Pt+2]. Drug 2: CCc1cnn2c(NCc3ccc[n+]([O-])c3)cc(N3CCCCC3CCO)nc12. Cell line: OCUBM. Synergy scores: synergy=4.91.